Dataset: Full USPTO retrosynthesis dataset with 1.9M reactions from patents (1976-2016). Task: Predict the reactants needed to synthesize the given product. (1) Given the product [C:14]([CH:13]([C:18]1[CH:23]=[CH:22][C:21]([O:24][Si:25]([CH:29]([CH3:30])[CH3:31])([CH:32]([CH3:33])[CH3:34])[CH:26]([CH3:27])[CH3:28])=[CH:20][CH:19]=1)[CH2:12][NH:3][C:2]([C:10]1[CH:9]=[CH:8][CH:7]=[CH:6][C:5]=1[C:4]([OH:35])=[O:11])=[O:1])([OH:16])=[O:15], predict the reactants needed to synthesize it. The reactants are: [O:1]=[C:2]1[C:10]2[C:5](=[CH:6][CH:7]=[CH:8][CH:9]=2)[C:4](=[O:11])[N:3]1[CH2:12][CH:13]([C:18]1[CH:23]=[CH:22][C:21]([O:24][Si:25]([CH:32]([CH3:34])[CH3:33])([CH:29]([CH3:31])[CH3:30])[CH:26]([CH3:28])[CH3:27])=[CH:20][CH:19]=1)[C:14]([O:16]C)=[O:15].[OH:35][Li].O. (2) Given the product [F:10][C:9]([F:12])([F:11])[C:7]1[CH:6]=[C:5]([C@@H:13]([N:15]([CH3:40])[C:16]([N:18]2[CH2:31][CH2:30][C@:21]3([NH:25][C@H:24]([C:26]([NH2:43])=[O:28])[CH2:23][CH2:22]3)[CH2:20][C@@H:19]2[C:32]2[CH:37]=[CH:36][C:35]([F:38])=[CH:34][C:33]=2[CH3:39])=[O:17])[CH3:14])[CH:4]=[C:3]([C:2]([F:1])([F:41])[F:42])[CH:8]=1, predict the reactants needed to synthesize it. The reactants are: [F:1][C:2]([F:42])([F:41])[C:3]1[CH:4]=[C:5]([C@@H:13]([N:15]([CH3:40])[C:16]([N:18]2[CH2:31][CH2:30][C@:21]3([NH:25][C@H:24]([C:26]([O:28]C)=O)[CH2:23][CH2:22]3)[CH2:20][C@@H:19]2[C:32]2[CH:37]=[CH:36][C:35]([F:38])=[CH:34][C:33]=2[CH3:39])=[O:17])[CH3:14])[CH:6]=[C:7]([C:9]([F:12])([F:11])[F:10])[CH:8]=1.[NH3:43]. (3) Given the product [OH:30][C:3]1[CH:4]=[CH:5][C:6]([C:7]2[C:16](=[O:17])[C:15]3[C:10](=[CH:11][C:12]([OH:18])=[C:13]([OH:33])[CH:14]=3)[O:9][CH:8]=2)=[CH:1][CH:2]=1, predict the reactants needed to synthesize it. The reactants are: [CH:1]1[C:6]([C:7]2[C:16](=[O:17])[C:15]3[CH:14]=[CH:13][C:12]([O:18][C@@H]4O[C@H](CO)[C@@H](O)[C@H](O)[C@H]4O)=[CH:11][C:10]=3[O:9][CH:8]=2)=[CH:5][CH:4]=[C:3]([OH:30])[CH:2]=1.C([OH:33])C. (4) Given the product [F:19][C:14]1[CH:13]=[C:12]([C:10]2[C:9]([CH2:20][CH2:21][CH2:22][CH2:23][CH2:24][CH2:25][CH3:26])=[CH:8][C:7](=[O:27])[N:6]([C@@H:4]([CH3:5])[C:3]([OH:28])=[O:2])[CH:11]=2)[CH:17]=[CH:16][C:15]=1[F:18], predict the reactants needed to synthesize it. The reactants are: C[O:2][C:3](=[O:28])[C@@H:4]([N:6]1[CH:11]=[C:10]([C:12]2[CH:17]=[CH:16][C:15]([F:18])=[C:14]([F:19])[CH:13]=2)[C:9]([CH2:20][CH2:21][CH2:22][CH2:23][CH2:24][CH2:25][CH3:26])=[CH:8][C:7]1=[O:27])[CH3:5].[Li+].[OH-].